Dataset: Peptide-MHC class I binding affinity with 185,985 pairs from IEDB/IMGT. Task: Regression. Given a peptide amino acid sequence and an MHC pseudo amino acid sequence, predict their binding affinity value. This is MHC class I binding data. (1) The peptide sequence is EQKGIQAWW. The MHC is HLA-B35:01 with pseudo-sequence HLA-B35:01. The binding affinity (normalized) is 0.0847. (2) The peptide sequence is TSAICSVVR. The MHC is HLA-A68:01 with pseudo-sequence HLA-A68:01. The binding affinity (normalized) is 0.698. (3) The binding affinity (normalized) is 0.0847. The peptide sequence is RTLGVFRYK. The MHC is HLA-A02:19 with pseudo-sequence HLA-A02:19. (4) The peptide sequence is GSVGFNIDY. The MHC is HLA-A29:02 with pseudo-sequence HLA-A29:02. The binding affinity (normalized) is 0.522.